Dataset: NCI-60 drug combinations with 297,098 pairs across 59 cell lines. Task: Regression. Given two drug SMILES strings and cell line genomic features, predict the synergy score measuring deviation from expected non-interaction effect. (1) Drug 1: COC1=C(C=C2C(=C1)N=CN=C2NC3=CC(=C(C=C3)F)Cl)OCCCN4CCOCC4. Drug 2: C(CC(=O)O)C(=O)CN.Cl. Cell line: SR. Synergy scores: CSS=18.4, Synergy_ZIP=-5.20, Synergy_Bliss=-1.06, Synergy_Loewe=-13.4, Synergy_HSA=-0.220. (2) Drug 1: CS(=O)(=O)OCCCCOS(=O)(=O)C. Drug 2: CCC1(C2=C(COC1=O)C(=O)N3CC4=CC5=C(C=CC(=C5CN(C)C)O)N=C4C3=C2)O.Cl. Cell line: OVCAR-4. Synergy scores: CSS=3.60, Synergy_ZIP=-0.898, Synergy_Bliss=3.22, Synergy_Loewe=-3.52, Synergy_HSA=1.12. (3) Synergy scores: CSS=26.4, Synergy_ZIP=0.412, Synergy_Bliss=0.896, Synergy_Loewe=2.13, Synergy_HSA=2.30. Drug 2: C1=NNC2=C1C(=O)NC=N2. Cell line: MOLT-4. Drug 1: CC1CCC2CC(C(=CC=CC=CC(CC(C(=O)C(C(C(=CC(C(=O)CC(OC(=O)C3CCCCN3C(=O)C(=O)C1(O2)O)C(C)CC4CCC(C(C4)OC)O)C)C)O)OC)C)C)C)OC. (4) Drug 1: CC(CN1CC(=O)NC(=O)C1)N2CC(=O)NC(=O)C2. Drug 2: C1C(C(OC1N2C=C(C(=O)NC2=O)F)CO)O. Cell line: MDA-MB-231. Synergy scores: CSS=49.6, Synergy_ZIP=6.82, Synergy_Bliss=9.51, Synergy_Loewe=-17.0, Synergy_HSA=12.7. (5) Drug 1: CCN(CC)CCNC(=O)C1=C(NC(=C1C)C=C2C3=C(C=CC(=C3)F)NC2=O)C. Drug 2: C(CCl)NC(=O)N(CCCl)N=O. Cell line: PC-3. Synergy scores: CSS=11.4, Synergy_ZIP=-2.38, Synergy_Bliss=0.0336, Synergy_Loewe=2.45, Synergy_HSA=1.80.